This data is from Forward reaction prediction with 1.9M reactions from USPTO patents (1976-2016). The task is: Predict the product of the given reaction. (1) Given the reactants [NH2:1][C:2]1[S:3][CH:4]=[C:5]([C:7]2[CH:16]=[CH:15][C:10]([C:11]([O:13]C)=[O:12])=[CH:9][CH:8]=2)[N:6]=1.O1CCCC1.CO.[OH-].[Na+], predict the reaction product. The product is: [NH2:1][C:2]1[S:3][CH:4]=[C:5]([C:7]2[CH:8]=[CH:9][C:10]([C:11]([OH:13])=[O:12])=[CH:15][CH:16]=2)[N:6]=1. (2) The product is: [Cl:13][C:3]1[CH:4]=[C:5]([CH2:8][S:9]([CH3:12])(=[O:11])=[O:10])[CH:6]=[CH:7][C:2]=1[B:14]1[O:18][C:17]([CH3:20])([CH3:19])[C:16]([CH3:22])([CH3:21])[O:15]1. Given the reactants Br[C:2]1[CH:7]=[CH:6][C:5]([CH2:8][S:9]([CH3:12])(=[O:11])=[O:10])=[CH:4][C:3]=1[Cl:13].[B:14]1([B:14]2[O:18][C:17]([CH3:20])([CH3:19])[C:16]([CH3:22])([CH3:21])[O:15]2)[O:18][C:17]([CH3:20])([CH3:19])[C:16]([CH3:22])([CH3:21])[O:15]1.C([O-])(=O)C.[K+], predict the reaction product. (3) Given the reactants [N:1]1([CH2:6][CH2:7][CH2:8][NH2:9])[CH:5]=[CH:4][N:3]=[CH:2]1.[OH:10][C:11]1[CH:12]=[C:13]([CH:16]=[CH:17][CH:18]=1)[CH:14]=O.C([O:21][C:22](=O)[C:23](=[O:30])[CH2:24][CH2:25][CH2:26][CH2:27][CH2:28][CH3:29])C, predict the reaction product. The product is: [OH:30][C:23]1[C:22](=[O:21])[N:9]([CH2:8][CH2:7][CH2:6][N:1]2[CH:5]=[CH:4][N:3]=[CH:2]2)[CH:14]([C:13]2[CH:16]=[CH:17][CH:18]=[C:11]([OH:10])[CH:12]=2)[C:24]=1[CH2:25][CH2:26][CH2:27][CH2:28][CH3:29]. (4) The product is: [CH3:13][S:14]([N:17]1[CH2:22][CH2:21][N:20]([C:2]([Cl:1])=[O:4])[CH2:19][C@H:18]1[CH3:23])(=[O:15])=[O:16]. Given the reactants [Cl:1][C:2](Cl)([O:4]C(=O)OC(Cl)(Cl)Cl)Cl.[CH3:13][S:14]([N:17]1[CH2:22][CH2:21][NH:20][CH2:19][C@H:18]1[CH3:23])(=[O:16])=[O:15].N1C=CC=CC=1, predict the reaction product. (5) Given the reactants [F:1][C:2]1[CH:18]=[CH:17][CH:16]=[C:15]([F:19])[C:3]=1[CH2:4][N:5]1[CH:9]=[C:8]([C:10](OCC)=[O:11])[N:7]=[N:6]1.[NH3:20].C(O)=O.C(O)CCC, predict the reaction product. The product is: [CH:17]1[CH:16]=[C:15]([F:19])[C:3]([CH2:4][N:5]2[N:6]=[N:7][C:8]([C:10]([NH2:20])=[O:11])=[CH:9]2)=[C:2]([F:1])[CH:18]=1. (6) Given the reactants Br[C:2]1[C:3]([C:29]#[N:30])=[C:4]([CH:26]=[CH:27][CH:28]=1)[O:5][C:6]1[CH:24]=[CH:23][C:9]([C:10]([NH:12][CH2:13][C:14]2[C:15]([OH:22])=[N:16][C:17]([CH3:21])=[CH:18][C:19]=2[CH3:20])=[O:11])=[CH:8][C:7]=1[Cl:25].[N:31]1[CH:36]=[CH:35][C:34](B(O)O)=[CH:33][CH:32]=1.C(=O)([O-])[O-].[Na+].[Na+], predict the reaction product. The product is: [Cl:25][C:7]1[CH:8]=[C:9]([CH:23]=[CH:24][C:6]=1[O:5][C:4]1[CH:26]=[CH:27][CH:28]=[C:2]([C:34]2[CH:35]=[CH:36][N:31]=[CH:32][CH:33]=2)[C:3]=1[C:29]#[N:30])[C:10]([NH:12][CH2:13][C:14]1[C:15]([OH:22])=[N:16][C:17]([CH3:21])=[CH:18][C:19]=1[CH3:20])=[O:11]. (7) Given the reactants CSC.[C:4]([C:7]1[CH:8]=[N:9][CH:10]=[CH:11][CH:12]=1)(=[O:6])[CH3:5].Cl[C:14]([O:16][C:17]1[CH:22]=[CH:21][CH:20]=[CH:19][CH:18]=1)=[O:15].[CH:23]([Mg]Cl)([CH3:25])[CH3:24], predict the reaction product. The product is: [C:4]([C:7]1[CH:12]([CH:23]([CH3:25])[CH3:24])[CH:11]=[CH:10][N:9]([C:14]([O:16][C:17]2[CH:22]=[CH:21][CH:20]=[CH:19][CH:18]=2)=[O:15])[CH:8]=1)(=[O:6])[CH3:5]. (8) Given the reactants [CH3:1][NH:2][C:3]([CH:5]1[CH2:15][C:14](=O)[C:8]2[N:9]=[C:10]([CH3:13])[N:11]([CH3:12])[C:7]=2[CH2:6]1)=[O:4].C(O[C:20](=O)[C@H:21]([O:30][Si](C(C)(C)C)(C)C)[C@H:22]([NH2:29])[C:23]1[CH:28]=[CH:27][CH:26]=[CH:25][CH:24]=1)C.C[O:40]CCO, predict the reaction product. The product is: [CH3:1][NH:2][C:3]([CH:5]1[C:6](=[O:40])[C:7]2[N:11]([CH3:12])[C:10]([CH3:13])=[N:9][C:8]=2[C:14]2[NH:29][C@H:22]([C:23]3[CH:28]=[CH:27][CH:26]=[CH:25][CH:24]=3)[C@H:21]([OH:30])[CH2:20][C:15]1=2)=[O:4]. (9) Given the reactants [OH:1][CH2:2][C@@:3]([C:8]1[CH:13]=[CH:12][CH:11]=[CH:10][CH:9]=1)([C:5]([OH:7])=O)[NH2:4].[Cl:14][C:15]1[CH:16]=[C:17]([N:22]=[C:23]=[O:24])[CH:18]=[CH:19][C:20]=1[Cl:21].Cl, predict the reaction product. The product is: [Cl:14][C:15]1[CH:16]=[C:17]([N:22]2[C:5](=[O:7])[C@@:3]([CH2:2][OH:1])([C:8]3[CH:13]=[CH:12][CH:11]=[CH:10][CH:9]=3)[NH:4][C:23]2=[O:24])[CH:18]=[CH:19][C:20]=1[Cl:21].